Task: Predict which catalyst facilitates the given reaction.. Dataset: Catalyst prediction with 721,799 reactions and 888 catalyst types from USPTO (1) The catalyst class is: 14. Reactant: [CH2:1]([S:8]([NH:11][C:12]([CH:14]1[CH2:19][CH2:18][N:17]([C:20]2[C:30]([C:31]#[N:32])=[CH:29][C:23]([C:24]([O:26][CH2:27][CH3:28])=[O:25])=[C:22]([CH2:33]Cl)[N:21]=2)[CH2:16][CH2:15]1)=[O:13])(=[O:10])=[O:9])[C:2]1[CH:7]=[CH:6][CH:5]=[CH:4][CH:3]=1.[I-].[Na+].CC1C=C[C:41]([S:44]([O-:46])=[O:45])=CC=1.[Na+]. Product: [CH2:1]([S:8]([NH:11][C:12]([CH:14]1[CH2:19][CH2:18][N:17]([C:20]2[C:30]([C:31]#[N:32])=[CH:29][C:23]([C:24]([O:26][CH2:27][CH3:28])=[O:25])=[C:22]([CH2:33][S:44]([CH3:41])(=[O:46])=[O:45])[N:21]=2)[CH2:16][CH2:15]1)=[O:13])(=[O:10])=[O:9])[C:2]1[CH:7]=[CH:6][CH:5]=[CH:4][CH:3]=1. (2) Reactant: C[O:2][C:3]1[C:11]([O:12][CH3:13])=[C:10]([O:14][CH3:15])[CH:9]=[CH:8][C:4]=1[C:5]([OH:7])=[O:6].B(Br)(Br)Br.C([O-])(O)=O.[Na+].Cl. Product: [OH:2][C:3]1[C:11]([O:12][CH3:13])=[C:10]([O:14][CH3:15])[CH:9]=[CH:8][C:4]=1[C:5]([OH:7])=[O:6]. The catalyst class is: 2.